Dataset: Full USPTO retrosynthesis dataset with 1.9M reactions from patents (1976-2016). Task: Predict the reactants needed to synthesize the given product. (1) Given the product [CH2:1]([O:5][CH2:6][C@@H:7]([NH:12][C:13]([C@H:15]1[O:17][C@@H:16]1[C:18]([OH:20])=[O:19])=[O:14])[CH2:8][CH:9]([CH3:11])[CH3:10])[CH:2]([CH3:3])[CH3:4], predict the reactants needed to synthesize it. The reactants are: [CH2:1]([O:5][CH2:6][C@@H:7]([NH:12][C:13]([C@H:15]1[O:17][C@@H:16]1[C:18]([O:20]CC)=[O:19])=[O:14])[CH2:8][CH:9]([CH3:11])[CH3:10])[CH:2]([CH3:4])[CH3:3].[OH-].[Na+]. (2) Given the product [CH:1]([O:4][C:5](=[O:6])[NH:7][C:8]1[CH:9]=[C:10]2[N:16]=[C:15]([C:17]3[CH:25]=[CH:24][CH:23]=[C:19]([C:20](=[O:21])[NH:38][CH:39]([CH2:43][O:44][CH3:45])[CH2:40][O:41][CH3:42])[CH:18]=3)[NH:14][C:11]2=[N:12][CH:13]=1)([CH3:3])[CH3:2], predict the reactants needed to synthesize it. The reactants are: [CH:1]([O:4][C:5]([NH:7][C:8]1[CH:9]=[C:10]2[N:16]=[C:15]([C:17]3[CH:18]=[C:19]([CH:23]=[CH:24][CH:25]=3)[C:20](O)=[O:21])[NH:14][C:11]2=[N:12][CH:13]=1)=[O:6])([CH3:3])[CH3:2].C(N1C=CN=C1)(N1C=CN=C1)=O.[NH2:38][CH:39]([CH2:43][O:44][CH3:45])[CH2:40][O:41][CH3:42]. (3) Given the product [Br:1][C:2]1[CH:3]=[C:4]2[C:13](=[CH:14][C:15]=1[F:16])[CH:12]1[CH2:11][CH:10]([CH2:17]1)[N:9]1[C:5]2=[N:6][C:7]([I:19])=[CH:8]1, predict the reactants needed to synthesize it. The reactants are: [Br:1][C:2]1[CH:3]=[C:4]2[C:13](=[CH:14][C:15]=1[F:16])[CH:12]1[CH2:17][CH:10]([CH2:11]1)[N:9]1[C:5]2=[N:6][C:7]([I:19])=[C:8]1I.CC[Mg+].[Br-]. (4) Given the product [Si:27]([O:34][C@@H:35]([CH3:44])[C@@H:36]([NH:37][C:13]([C:9]1([CH2:16][OH:17])[CH2:10][CH2:11][CH2:12][N:8]1[C:6]([O:5][C:1]([CH3:2])([CH3:3])[CH3:4])=[O:7])=[O:15])[C:38]1[O:52][CH:48]=[N:46][N:43]=1)([C:30]([CH3:31])([CH3:32])[CH3:33])([CH3:28])[CH3:29], predict the reactants needed to synthesize it. The reactants are: [C:1]([O:5][C:6]([N:8]1[CH2:12][CH2:11][CH2:10][C:9]1([CH2:16][OH:17])[C:13]([OH:15])=O)=[O:7])([CH3:4])([CH3:3])[CH3:2].CCN(C(C)C)C(C)C.[Si:27]([O:34][CH:35]([CH3:44])[CH:36]([C:38]1[N:43]=CC=CN=1)[NH2:37])([C:30]([CH3:33])([CH3:32])[CH3:31])([CH3:29])[CH3:28].C[N:46]([C:48]([O:52]N1N=NC2C=CC=NC1=2)=[N+](C)C)C.F[P-](F)(F)(F)(F)F. (5) Given the product [ClH:1].[CH3:32][C:30]1[C:28]([NH2:29])=[N:27][C:25](=[O:26])[N:24]([CH:31]=1)[C@@H:10]1[O:11][C@H:12]([CH2:13][OH:14])[C@@H:8]([OH:33])[CH2:9]1, predict the reactants needed to synthesize it. The reactants are: [Cl:1]C1C=CC(C([C@@:8]2([OH:33])[C@@H:12]([CH2:13][O:14]C(=O)C3C=CC(Cl)=CC=3)[O:11][C@@H:10]([N:24]3[CH:31]=[C:30]([CH3:32])[C:28]([NH2:29])=[N:27][C:25]3=[O:26])[CH2:9]2)=O)=CC=1.[OH-].[Na+].Cl. (6) Given the product [CH3:22][C:21]1[CH:20]=[CH:19][C:18]([C@H:23]2[C@H:28]([OH:29])[C@@H:27]([OH:30])[C@H:26]([OH:31])[C@@H:25]([S:32][CH3:33])[O:24]2)=[CH:17][C:16]=1[CH2:15][C:14]1[CH:13]=[CH:12][C:11]([O:10][CH2:9][CH2:8][NH:39][C:40]2([C:45]([NH2:47])=[O:46])[CH2:44][CH2:43][CH2:42][CH2:41]2)=[CH:35][CH:34]=1, predict the reactants needed to synthesize it. The reactants are: CN(C)CC(C)(C)CNC[CH2:8][CH2:9][O:10][C:11]1[CH:35]=[CH:34][C:14]([CH2:15][C:16]2[CH:17]=[C:18]([C@H:23]3[C@H:28]([OH:29])[C@@H:27]([OH:30])[C@H:26]([OH:31])[C@@H:25]([S:32][CH3:33])[O:24]3)[CH:19]=[CH:20][C:21]=2[CH3:22])=[CH:13][CH:12]=1.[NH2:39][C:40]1([C:45]([NH2:47])=[O:46])[CH2:44][CH2:43][CH2:42][CH2:41]1.